This data is from Reaction yield outcomes from USPTO patents with 853,638 reactions. The task is: Predict the reaction yield, written as a fraction of the theoretical maximum amount of product (1.0 means a 100% yield; for example, 0.34 means a 34% yield). (1) The reactants are [F:1][C:2]1[CH:10]=[C:9]2[C:5]([CH2:6][CH2:7][NH:8]2)=[CH:4][C:3]=1[C:11]1[CH:12]=[N:13][N:14]([CH3:16])[CH:15]=1.Br[C:18]1[C:22]2[CH2:23][N:24]([C:27](=[O:29])[CH3:28])[CH2:25][CH2:26][C:21]=2[N:20]([CH:30]2[CH2:34][CH2:33][O:32][CH2:31]2)[N:19]=1.COC(C)(C)C.C1(P(C2CCCCC2)C2C=CC=CC=2C2C(OC(C)C)=CC=CC=2OC(C)C)CCCCC1.CC([O-])(C)C.[Na+]. The catalyst is O1CCOCC1. The product is [F:1][C:2]1[CH:10]=[C:9]2[C:5]([CH2:6][CH2:7][N:8]2[C:18]2[C:22]3[CH2:23][N:24]([C:27](=[O:29])[CH3:28])[CH2:25][CH2:26][C:21]=3[N:20]([CH:30]3[CH2:34][CH2:33][O:32][CH2:31]3)[N:19]=2)=[CH:4][C:3]=1[C:11]1[CH:12]=[N:13][N:14]([CH3:16])[CH:15]=1. The yield is 0.150. (2) The reactants are CN[C:3]1[CH:16]=[C:15]2[C:6]([CH:7]([C:22]3[CH:27]=[CH:26][CH:25]=[CH:24][C:23]=3[CH3:28])[C:8]3[CH:9]=[CH:10][C:11]([N:19]([CH3:21])[CH3:20])=[CH:12][C:13]=3[Si:14]2([CH3:18])[CH3:17])=[CH:5][CH:4]=1.C([O-])([O-])=O.[K+].[K+].[I-].[K+].Br[CH2:38][CH2:39][CH2:40][C:41]([O:43][CH3:44])=[O:42].[C:45](#[N:47])C. No catalyst specified. The product is [CH3:20][N:19]([CH3:21])[C:11]1[CH:10]=[CH:9][C:8]2[CH:7]([C:22]3[CH:27]=[CH:26][CH:25]=[CH:24][C:23]=3[CH3:28])[C:6]3[C:15](=[CH:16][C:3]([CH2:45][NH:47][CH2:38][CH2:39][CH2:40][C:41]([O:43][CH3:44])=[O:42])=[CH:4][CH:5]=3)[Si:14]([CH3:17])([CH3:18])[C:13]=2[CH:12]=1. The yield is 0.340. (3) The catalyst is N1C=CC=CC=1.[Cu]I. The product is [CH2:17]([O:16][C:14](=[O:15])[C:13]1[CH:19]=[CH:20][CH:21]=[C:11]([O:10][C:2]2[CH:7]=[N:6][C:5]([O:8][CH3:9])=[CH:4][CH:3]=2)[CH:12]=1)[CH3:18]. The yield is 0.200. The reactants are Br[C:2]1[CH:3]=[CH:4][C:5]([O:8][CH3:9])=[N:6][CH:7]=1.[OH:10][C:11]1[CH:12]=[C:13]([CH:19]=[CH:20][CH:21]=1)[C:14]([O:16][CH2:17][CH3:18])=[O:15].C([O-])([O-])=O.[K+].[K+].Cl. (4) The reactants are [OH:1][C:2]1[CH:10]=[CH:9][C:8]([C:11]2[N:12]([C:27]([O:29][C:30]([CH3:33])([CH3:32])[CH3:31])=[O:28])[C:13]3[C:18]([CH:19]=2)=[CH:17][C:16]([CH2:20][N:21]2[CH2:26][CH2:25][CH2:24][CH2:23][CH2:22]2)=[CH:15][CH:14]=3)=[C:7]2[C:3]=1[CH2:4][NH:5][C:6]2=[O:34].C(N(CC)CC)C.[CH3:42][O:43][C:44]1[CH:49]=[C:48]([CH3:50])[CH:47]=[CH:46][C:45]=1[S:51](Cl)(=[O:53])=[O:52]. The catalyst is C(#N)C. The product is [CH3:42][O:43][C:44]1[CH:49]=[C:48]([CH3:50])[CH:47]=[CH:46][C:45]=1[S:51]([O:1][C:2]1[CH:10]=[CH:9][C:8]([C:11]2[N:12]([C:27]([O:29][C:30]([CH3:31])([CH3:33])[CH3:32])=[O:28])[C:13]3[C:18]([CH:19]=2)=[CH:17][C:16]([CH2:20][N:21]2[CH2:26][CH2:25][CH2:24][CH2:23][CH2:22]2)=[CH:15][CH:14]=3)=[C:7]2[C:3]=1[CH2:4][NH:5][C:6]2=[O:34])(=[O:52])=[O:53]. The yield is 0.500. (5) The reactants are C1(P(C2C=CC=CC=2)C2C=CC=CC=2)C=CC=CC=1.CC(OC(/N=N/C(OC(C)C)=O)=O)C.[Br:34][C:35]1[N:40]=[C:39]([N+:41]([O-:43])=[O:42])[C:38]([OH:44])=[CH:37][CH:36]=1.[Br:45][CH2:46][CH2:47][CH2:48]O. The catalyst is C1COCC1. The product is [Br:34][C:35]1[N:40]=[C:39]([N+:41]([O-:43])=[O:42])[C:38]([O:44][CH2:48][CH2:47][CH2:46][Br:45])=[CH:37][CH:36]=1. The yield is 0.350.